Dataset: Forward reaction prediction with 1.9M reactions from USPTO patents (1976-2016). Task: Predict the product of the given reaction. Given the reactants [O:1]1[CH2:6][CH2:5][N:4]([CH2:7][CH:8]=O)[CH2:3][CH2:2]1.C(O)(=O)C(O)=O.[CH2:16]1[C:19]2([CH2:22][NH:21][CH2:20]2)[CH2:18][N:17]1[C:23]([O:25][C:26]([CH3:29])([CH3:28])[CH3:27])=[O:24].[BH3-]C#N.[Na+].C([O-])([O-])=O.[K+].[K+], predict the reaction product. The product is: [C:26]([O:25][C:23]([N:17]1[CH2:18][C:19]2([CH2:20][N:21]([CH2:8][CH2:7][N:4]3[CH2:3][CH2:2][O:1][CH2:6][CH2:5]3)[CH2:22]2)[CH2:16]1)=[O:24])([CH3:29])([CH3:27])[CH3:28].